Dataset: Catalyst prediction with 721,799 reactions and 888 catalyst types from USPTO. Task: Predict which catalyst facilitates the given reaction. (1) Reactant: [Br:1][C:2]1[CH:3]=[CH:4][C:5](O)=[C:6]([CH:10]=1)[C:7]([OH:9])=[O:8].[C:12](=O)([O-])[O-].[K+].[K+].S([O:23][CH3:24])(OC)(=O)=O. Product: [Br:1][C:2]1[CH:3]=[CH:4][C:5]([O:23][CH3:24])=[C:6]([CH:10]=1)[C:7]([O:9][CH3:12])=[O:8]. The catalyst class is: 21. (2) Reactant: C(OC([N:8]1[CH2:13][CH2:12][N:11]([C:14]2[C:19]([CH3:20])=[CH:18][C:17]([CH2:21][CH3:22])=[CH:16][N:15]=2)[CH2:10][CH2:9]1)=O)(C)(C)C.[ClH:23].C(OCC)(=O)C.C(OCC)(=O)C. Product: [ClH:23].[CH2:21]([C:17]1[CH:18]=[C:19]([CH3:20])[C:14]([N:11]2[CH2:10][CH2:9][NH:8][CH2:13][CH2:12]2)=[N:15][CH:16]=1)[CH3:22]. The catalyst class is: 22. (3) Reactant: [N:1]1([CH2:10][CH2:11][N:12]2[CH2:17][CH2:16][O:15][C@H:14]([CH2:18][OH:19])[CH2:13]2)[C:9]2[C:4](=[CH:5][CH:6]=[CH:7][CH:8]=2)[CH2:3][CH2:2]1.[Cl:20][C:21]1[CH:22]=[C:23](O)[CH:24]=[N:25][CH:26]=1.C1C=CC(P(C2C=CC=CC=2)C2C=CC=CC=2)=CC=1.CC(OC(/N=N/C(OC(C)C)=O)=O)C. Product: [Cl:20][C:21]1[CH:22]=[C:23]([O:19][CH2:18][C@H:14]2[O:15][CH2:16][CH2:17][N:12]([CH2:11][CH2:10][N:1]3[C:9]4[C:4](=[CH:5][CH:6]=[CH:7][CH:8]=4)[CH2:3][CH2:2]3)[CH2:13]2)[CH:24]=[N:25][CH:26]=1. The catalyst class is: 1. (4) Reactant: [F:1][C:2]([F:30])([F:29])[C:3]1[CH:4]=[C:5]([C@H:13]2[O:17][C:16](=[O:18])[N:15]([CH2:19][C:20]3[C:25]([Br:26])=[CH:24][CH:23]=[C:22](Cl)[N:21]=3)[C@H:14]2[CH3:28])[CH:6]=[C:7]([C:9]([F:12])([F:11])[F:10])[CH:8]=1.Cl.[F:32][C:33]1([F:37])[CH2:36][NH:35][CH2:34]1.C(=O)(O)[O-].[Na+].CS(C)=O. Product: [F:1][C:2]([F:30])([F:29])[C:3]1[CH:4]=[C:5]([C@H:13]2[O:17][C:16](=[O:18])[N:15]([CH2:19][C:20]3[C:25]([Br:26])=[CH:24][CH:23]=[C:22]([N:35]4[CH2:36][C:33]([F:37])([F:32])[CH2:34]4)[N:21]=3)[C@H:14]2[CH3:28])[CH:6]=[C:7]([C:9]([F:12])([F:11])[F:10])[CH:8]=1. The catalyst class is: 25. (5) Reactant: [CH2:1]([NH2:8])[CH2:2][CH2:3][CH2:4][CH2:5][CH2:6][CH3:7].[CH2:9]([O:11]/[C:12](=[CH:18]\[C:19]1[CH:24]=[CH:23][C:22]([C:25]2[CH:30]=[CH:29][CH:28]=[C:27]([N:31]([CH3:44])[C:32](OC3C=CC([N+]([O-])=O)=CC=3)=[O:33])[N:26]=2)=[CH:21][CH:20]=1)/[C:13]([O:15][CH2:16][CH3:17])=[O:14])[CH3:10].O.C(OCC)(=O)C. Product: [CH2:9]([O:11]/[C:12](=[CH:18]\[C:19]1[CH:24]=[CH:23][C:22]([C:25]2[CH:30]=[CH:29][CH:28]=[C:27]([N:31]([CH3:44])[C:32]([NH:8][CH2:1][CH2:2][CH2:3][CH2:4][CH2:5][CH2:6][CH3:7])=[O:33])[N:26]=2)=[CH:21][CH:20]=1)/[C:13]([O:15][CH2:16][CH3:17])=[O:14])[CH3:10]. The catalyst class is: 9. (6) Reactant: [CH2:1]([N:3]1[C:11]2[CH:10]=[C:9]([C:12]([O:14]C)=[O:13])[CH:8]=[C:7]3[N:16]([CH3:22])[S:17](=[O:21])(=[O:20])[CH2:18][CH2:19][C:5]([C:6]=23)=[CH:4]1)[CH3:2].[OH-].[Na+]. Product: [CH2:1]([N:3]1[C:11]2[CH:10]=[C:9]([C:12]([OH:14])=[O:13])[CH:8]=[C:7]3[N:16]([CH3:22])[S:17](=[O:20])(=[O:21])[CH2:18][CH2:19][C:5]([C:6]=23)=[CH:4]1)[CH3:2]. The catalyst class is: 5.